Dataset: Forward reaction prediction with 1.9M reactions from USPTO patents (1976-2016). Task: Predict the product of the given reaction. (1) The product is: [F:20][C:17]1[CH:18]=[CH:19][C:14]([NH:13][C:12]2[C:7]3[C:6]([CH3:31])=[C:5]([C:3]([OH:4])=[O:2])[S:30][C:8]=3[N:9]=[CH:10][N:11]=2)=[C:15]([O:21][CH:22]2[CH2:23][CH:24]3[O:28][CH2:27][O:26][CH:25]3[CH2:29]2)[CH:16]=1. Given the reactants C[O:2][C:3]([C:5]1[S:30][C:8]2[N:9]=[CH:10][N:11]=[C:12]([NH:13][C:14]3[CH:19]=[CH:18][C:17]([F:20])=[CH:16][C:15]=3[O:21][CH:22]3[CH2:29][CH:25]4[O:26][CH2:27][O:28][CH:24]4[CH2:23]3)[C:7]=2[C:6]=1[CH3:31])=[O:4].[OH-].[Li+].C(O)(=O)CC(CC(O)=O)(C(O)=O)O, predict the reaction product. (2) Given the reactants [CH3:1][N:2]1[C:10]2[C:5](=[CH:6][CH:7]=[C:8]([OH:11])[CH:9]=2)[C:4]([CH3:12])=[N:3]1.Cl[C:14]1[N:15]=[C:16]([OH:30])[C:17]2[CH:23]=[CH:22][N:21]=[C:20]([C:24]3[N:25]=[CH:26][N:27]([CH3:29])[CH:28]=3)[C:18]=2[N:19]=1, predict the reaction product. The product is: [CH3:1][N:2]1[C:10]2[C:5](=[CH:6][CH:7]=[C:8]([O:11][C:14]3[N:15]=[C:16]([OH:30])[C:17]4[CH:23]=[CH:22][N:21]=[C:20]([C:24]5[N:25]=[CH:26][N:27]([CH3:29])[CH:28]=5)[C:18]=4[N:19]=3)[CH:9]=2)[C:4]([CH3:12])=[N:3]1.